From a dataset of Forward reaction prediction with 1.9M reactions from USPTO patents (1976-2016). Predict the product of the given reaction. (1) Given the reactants C(OC([N:8]1[CH2:13][CH:12]2[CH2:14][C:9]1=[CH:10][N:11]2[C:15]1[N:20]2[CH:21]=[N:22][N:23]=[C:19]2[CH:18]=[C:17]([C:24]2[CH:29]=[CH:28][N:27]=[C:26]([NH:30][CH:31]([C:33]3[CH:38]=[CH:37][CH:36]=[CH:35][CH:34]=3)[CH3:32])[CH:25]=2)[N:16]=1)=O)(C)(C)C.Cl, predict the reaction product. The product is: [C@H:12]12[CH2:14][C@H:9]([NH:8][CH2:13]1)[CH2:10][N:11]2[C:15]1[N:23]2[N:22]=[CH:21][N:20]=[C:19]2[CH:18]=[C:17]([C:24]2[CH:29]=[CH:28][N:27]=[C:26]([NH:30][C@H:31]([C:33]3[CH:38]=[CH:37][CH:36]=[CH:35][CH:34]=3)[CH3:32])[CH:25]=2)[N:16]=1. (2) Given the reactants [Cl:1][C:2]1[CH:7]=[CH:6][C:5]([C:8]2[C:12]([C:13](OCC)=[O:14])=[CH:11][O:10][N:9]=2)=[CH:4][C:3]=1[F:18].[H-].C([Al+]CC(C)C)C(C)C.Cl, predict the reaction product. The product is: [Cl:1][C:2]1[CH:7]=[CH:6][C:5]([C:8]2[C:12]([CH2:13][OH:14])=[CH:11][O:10][N:9]=2)=[CH:4][C:3]=1[F:18]. (3) Given the reactants Br[C:2]1[CH:3]=[C:4]([CH:9]=[CH:10][C:11]=1[CH2:12][NH:13][C@@H:14]([CH2:17][CH3:18])[CH2:15][OH:16])[C:5]([O:7][CH3:8])=[O:6].C([O-])([O-])=O.[K+].[K+], predict the reaction product. The product is: [CH2:17]([C@@H:14]1[NH:13][CH2:12][C:11]2[CH:10]=[CH:9][C:4]([C:5]([O:7][CH3:8])=[O:6])=[CH:3][C:2]=2[O:16][CH2:15]1)[CH3:18]. (4) Given the reactants FC(F)(F)C(O)=[O:4].[NH2:8][C@H:9]([C:19]1[C:24]([C:25]2[CH:26]=[CH:27][C:28]([F:34])=[C:29]([CH:33]=2)[C:30]([NH2:32])=[O:31])=[CH:23][CH:22]=[CH:21][N:20]=1)[CH2:10][C:11]1[CH:16]=[C:15]([F:17])[CH:14]=[C:13]([F:18])[CH:12]=1.[CH3:35][C:36]1[CH:44]=[CH:43][C:42]([CH3:45])=[C:41]2[C:37]=1[CH:38]([CH2:46][C:47]([OH:49])=O)[CH2:39][NH:40]2, predict the reaction product. The product is: [F:17][C:15]1[CH:16]=[C:11]([CH2:10][C@@H:9]([C:19]2[C:24]([C:25]3[CH:26]=[CH:27][C:28]([F:34])=[C:29]([CH:33]=3)[C:30]([NH2:32])=[O:31])=[CH:23][CH:22]=[CH:21][N:20]=2)[NH:8][C:47](=[O:49])[CH2:46][CH:38]2[C:37]3[C:41](=[C:42]([CH3:45])[CH:43]=[CH:44][C:36]=3[CH3:35])[NH:40][C:39]2=[O:4])[CH:12]=[C:13]([F:18])[CH:14]=1. (5) Given the reactants Cl[C:2]1[N:3]=[CH:4][C:5]2[N:6]([CH3:19])[C:7](=[O:18])[C:8]3[CH:17]=[CH:16][CH:15]=[CH:14][C:9]=3[N:10]([CH3:13])[C:11]=2[N:12]=1.[NH2:20][C:21]1[CH:31]=[CH:30][C:24]([C:25]([O:27][CH2:28][CH3:29])=[O:26])=[CH:23][C:22]=1[O:32][CH3:33].CC(C1C=C(C(C)C)C(C2C=CC=CC=2P(C2CCCCC2)C2CCCCC2)=C(C(C)C)C=1)C.C(=O)([O-])[O-].[K+].[K+], predict the reaction product. The product is: [CH3:19][N:6]1[C:7](=[O:18])[C:8]2[CH:17]=[CH:16][CH:15]=[CH:14][C:9]=2[N:10]([CH3:13])[C:11]2[N:12]=[C:2]([NH:20][C:21]3[CH:31]=[CH:30][C:24]([C:25]([O:27][CH2:28][CH3:29])=[O:26])=[CH:23][C:22]=3[O:32][CH3:33])[N:3]=[CH:4][C:5]1=2.